Dataset: Reaction yield outcomes from USPTO patents with 853,638 reactions. Task: Predict the reaction yield, written as a fraction of the theoretical maximum amount of product (1.0 means a 100% yield; for example, 0.34 means a 34% yield). (1) The reactants are [OH:1][C:2]1[CH:9]=[CH:8][C:5]([CH:6]=O)=[CH:4][CH:3]=1.[CH3:10][C@H:11]1[CH2:16][NH:15][C@H:14]([CH3:17])[CH2:13][N:12]1[C@H:18]([C:25]1[CH:37]=[CH:36][C:28]([C:29]([N:31]([CH2:34][CH3:35])[CH2:32][CH3:33])=[O:30])=[CH:27][CH:26]=1)[C:19]1[CH:24]=[CH:23][CH:22]=[CH:21][CH:20]=1.C(O[BH-](OC(=O)C)OC(=O)C)(=O)C.[Na+]. The catalyst is C(O)(=O)C.O1CCCC1. The product is [CH3:10][C@H:11]1[CH2:16][N:15]([CH2:6][C:5]2[CH:8]=[CH:9][C:2]([OH:1])=[CH:3][CH:4]=2)[C@H:14]([CH3:17])[CH2:13][N:12]1[C@H:18]([C:25]1[CH:26]=[CH:27][C:28]([C:29]([N:31]([CH2:34][CH3:35])[CH2:32][CH3:33])=[O:30])=[CH:36][CH:37]=1)[C:19]1[CH:20]=[CH:21][CH:22]=[CH:23][CH:24]=1. The yield is 0.730. (2) The reactants are [CH2:1]([O:3][C:4]1[CH:9]=[CH:8][CH:7]=[CH:6][C:5]=1B(O)O)[CH3:2].[F-].[K+].[N+:15]([C:18]1[CH:23]=[C:22]([N+:24]([O-:26])=[O:25])[CH:21]=[CH:20][C:19]=1Br)([O-:17])=[O:16].C(P(C(C)(C)C)C(C)(C)C)(C)(C)C. The catalyst is C1COCC1.C1C=CC(/C=C/C(/C=C/C2C=CC=CC=2)=O)=CC=1.C1C=CC(/C=C/C(/C=C/C2C=CC=CC=2)=O)=CC=1.C1C=CC(/C=C/C(/C=C/C2C=CC=CC=2)=O)=CC=1.[Pd].[Pd]. The product is [CH2:1]([O:3][C:4]1[CH:9]=[CH:8][CH:7]=[CH:6][C:5]=1[C:19]1[CH:20]=[CH:21][C:22]([N+:24]([O-:26])=[O:25])=[CH:23][C:18]=1[N+:15]([O-:17])=[O:16])[CH3:2]. The yield is 0.820. (3) The reactants are Cl[CH2:2][CH2:3][CH:4]1[C:12]2[CH:11]=[CH:10][S:9][C:8]=2[CH2:7][CH2:6][CH2:5]1.Cl.[C:14]1([CH:20]2[CH2:25][CH2:24][NH:23][CH2:22][CH2:21]2)[CH:19]=[CH:18][CH:17]=[CH:16][CH:15]=1.C([O-])([O-])=O.[K+].[K+].[Na+].[I-]. The catalyst is CN(C=O)C. The product is [C:14]1([CH:20]2[CH2:21][CH2:22][N:23]([CH2:2][CH2:3][CH:4]3[C:12]4[CH:11]=[CH:10][S:9][C:8]=4[CH2:7][CH2:6][CH2:5]3)[CH2:24][CH2:25]2)[CH:19]=[CH:18][CH:17]=[CH:16][CH:15]=1. The yield is 0.590. (4) The reactants are CS(O[C@H:6]1[CH2:10][CH2:9][N:8]([C:11]([O:13][C:14]([CH3:17])([CH3:16])[CH3:15])=[O:12])[CH2:7]1)(=O)=O.[C-:18]#[N:19].[Na+]. The catalyst is CN(C=O)C.CCOCC. The product is [C:18]([C@@H:6]1[CH2:10][CH2:9][N:8]([C:11]([O:13][C:14]([CH3:17])([CH3:16])[CH3:15])=[O:12])[CH2:7]1)#[N:19]. The yield is 0.360.